Task: Regression. Given a peptide amino acid sequence and an MHC pseudo amino acid sequence, predict their binding affinity value. This is MHC class II binding data.. Dataset: Peptide-MHC class II binding affinity with 134,281 pairs from IEDB (1) The peptide sequence is FRSLFGGMSWITQGLLGA. The MHC is DRB1_0405 with pseudo-sequence DRB1_0405. The binding affinity (normalized) is 0. (2) The MHC is H-2-IAs with pseudo-sequence H-2-IAs. The peptide sequence is KPTEVSGKLVHANFGT. The binding affinity (normalized) is 0.207. (3) The peptide sequence is VPTSWVPQGRTTWSI. The MHC is HLA-DQA10501-DQB10303 with pseudo-sequence HLA-DQA10501-DQB10303. The binding affinity (normalized) is 0.199. (4) The peptide sequence is TSWFYDNDNPYRTWH. The MHC is HLA-DQA10201-DQB10301 with pseudo-sequence HLA-DQA10201-DQB10301. The binding affinity (normalized) is 0.